This data is from Catalyst prediction with 721,799 reactions and 888 catalyst types from USPTO. The task is: Predict which catalyst facilitates the given reaction. Reactant: [CH3:1][O:2][C:3]([C:5]1[CH:10]=[N:9][CH:8]=[CH:7][N:6]=1)=[O:4].ClC1C=C(C=CC=1)C(OO)=[O:16]. Product: [CH3:1][O:2][C:3]([C:5]1[CH:10]=[N:9][CH:8]=[CH:7][N+:6]=1[O-:16])=[O:4]. The catalyst class is: 26.